This data is from Reaction yield outcomes from USPTO patents with 853,638 reactions. The task is: Predict the reaction yield, written as a fraction of the theoretical maximum amount of product (1.0 means a 100% yield; for example, 0.34 means a 34% yield). (1) The reactants are [C:1]1([CH2:7][CH2:8][CH2:9][NH2:10])[CH:6]=[CH:5][CH:4]=[CH:3][CH:2]=1.CN1CCOCC1.C1(N=C=NC2CCCCC2)CCCCC1.[CH3:33][N:34]([CH3:52])[C:35]1([C:45]2[CH:50]=[CH:49][CH:48]=[C:47]([F:51])[CH:46]=2)[CH2:40][CH2:39][C:38](=[CH:41][C:42](O)=[O:43])[CH2:37][CH2:36]1.[OH-].[Na+]. The yield is 0.290. The catalyst is CN(C)C=O.O. The product is [CH3:52][N:34]([CH3:33])[C:35]1([C:45]2[CH:50]=[CH:49][CH:48]=[C:47]([F:51])[CH:46]=2)[CH2:40][CH2:39][C:38](=[CH:41][C:42]([NH:10][CH2:9][CH2:8][CH2:7][C:1]2[CH:6]=[CH:5][CH:4]=[CH:3][CH:2]=2)=[O:43])[CH2:37][CH2:36]1. (2) The reactants are [OH:1][C:2]1[CH:10]=[C:9]([CH3:11])[CH:8]=[CH:7][C:3]=1[C:4]([OH:6])=[O:5].[C:12]([O-])([O-])=O.[K+].[K+].[OH-].[K+].Cl. The catalyst is CC(C)=O.CO.CI. The product is [CH3:12][O:1][C:2]1[CH:10]=[C:9]([CH3:11])[CH:8]=[CH:7][C:3]=1[C:4]([OH:6])=[O:5]. The yield is 0.850. (3) The reactants are [C:1]([O:5][C:6]([NH:8][CH2:9][CH2:10][CH2:11][C:12]([OH:14])=[O:13])=[O:7])([CH3:4])([CH3:3])[CH3:2].[C:15]([O-])([O-])=O.[K+].[K+].CI. The catalyst is CC(C)=O. The product is [C:1]([O:5][C:6]([NH:8][CH2:9][CH2:10][CH2:11][C:12]([O:14][CH3:15])=[O:13])=[O:7])([CH3:4])([CH3:2])[CH3:3]. The yield is 0.830. (4) The reactants are [Cl:1][C:2]1[C:3]([S:11][C:12]2[CH:13]=[C:14]([CH3:18])[CH:15]=[CH:16][CH:17]=2)=[CH:4][C:5]2[N:9]=[CH:8][NH:7][C:6]=2[CH:10]=1.CCN(C(C)C)C(C)C.Cl[CH2:29][O:30][CH2:31][CH2:32][O:33][CH3:34]. The catalyst is C1COCC1. The product is [Cl:1][C:2]1[C:3]([S:11][C:12]2[CH:13]=[C:14]([CH3:18])[CH:15]=[CH:16][CH:17]=2)=[CH:4][C:5]2[N:9]=[CH:8][N:7]([CH2:29][O:30][CH2:31][CH2:32][O:33][CH3:34])[C:6]=2[CH:10]=1. The yield is 0.670. (5) The reactants are [F:1][C:2]1[CH:7]=[CH:6][C:5]([S:8]([CH2:11][C:12]2[CH:17]=[CH:16][C:15]([I:18])=[CH:14][CH:13]=2)(=[O:10])=[O:9])=[CH:4][CH:3]=1.[CH3:19]N(C)CN(C)C.C(OC(=O)C)(=O)C. The catalyst is CN(C)C=O. The product is [F:1][C:2]1[CH:7]=[CH:6][C:5]([S:8]([C:11]([C:12]2[CH:17]=[CH:16][C:15]([I:18])=[CH:14][CH:13]=2)=[CH2:19])(=[O:10])=[O:9])=[CH:4][CH:3]=1. The yield is 0.460. (6) The reactants are C[O:2][C:3]([C:5]1[S:6][C:7]([C:28]2[CH:33]=[CH:32][CH:31]=[CH:30][CH:29]=2)=[CH:8][C:9]=1[N:10]([CH:20]1[CH2:25][CH2:24][C:23]([OH:27])([CH3:26])[CH2:22][CH2:21]1)[C:11]([C@H:13]1[CH2:18][CH2:17][C@@H:16]([CH3:19])[CH2:15][CH2:14]1)=[O:12])=[O:4].[OH-].[Li+]. The catalyst is O1CCCC1.O.CO. The product is [OH:27][C:23]1([CH3:26])[CH2:22][CH2:21][CH:20]([N:10]([C:11]([C@H:13]2[CH2:14][CH2:15][C@@H:16]([CH3:19])[CH2:17][CH2:18]2)=[O:12])[C:9]2[CH:8]=[C:7]([C:28]3[CH:29]=[CH:30][CH:31]=[CH:32][CH:33]=3)[S:6][C:5]=2[C:3]([OH:4])=[O:2])[CH2:25][CH2:24]1. The yield is 0.740. (7) The reactants are [C:1]([Si:3]([CH3:6])([CH3:5])[CH3:4])#[CH:2].Br[C:8]1[C:13]([OH:14])=[CH:12][CH:11]=[CH:10][N:9]=1.C(N(CC)CC)C. The catalyst is O1CCOCC1.[Cu]I.C1C=CC(P(C2C=CC=CC=2)C2C=CC=CC=2)=CC=1.C1C=CC(P(C2C=CC=CC=2)C2C=CC=CC=2)=CC=1.Cl[Pd]Cl. The product is [CH3:4][Si:3]([CH3:6])([CH3:5])[C:1]1[O:14][C:13]2[C:8](=[N:9][CH:10]=[CH:11][CH:12]=2)[CH:2]=1. The yield is 0.560. (8) The reactants are Br[C:2]1[CH:3]=[C:4]2[C:13](=[C:14]3[C:19]=1[CH:18]=[CH:17][CH:16]=[CH:15]3)[C:12]1[CH:20]=[CH:21][CH:22]=[CH:23][C:11]=1C1[C:5]2=[CH:6][CH:7]=[CH:8]C=1.C([Li])C[CH2:26][CH3:27].[B:29](OC(C)C)([O:34]C(C)C)[O:30]C(C)C.Cl. The catalyst is CCCCCC.CCOCC. The product is [CH:21]1[C:20]2[C:2]3[C:3]([C:4]4[C:13]([C:12]=2[CH:11]=[CH:23][CH:22]=1)=[CH:8][CH:7]=[CH:6][CH:5]=4)=[CH:27][C:26]([B:29]([OH:34])[OH:30])=[C:14]1[C:19]=3[CH:18]=[CH:17][CH:16]=[CH:15]1. The yield is 0.600. (9) The reactants are [OH:1][C@@H:2]([CH2:19][C:20]1[CH:25]=[C:24]([F:26])[C:23]([F:27])=[CH:22][C:21]=1[F:28])[CH2:3][C:4]([N:6]1[CH2:11][CH2:10][N:9]2[C:12]([C:15]([F:18])([F:17])[F:16])=[N:13][N:14]=[C:8]2[CH2:7]1)=[O:5].C(N(CC)C(C)C)(C)C.[CH3:38][S:39](Cl)(=[O:41])=[O:40]. The catalyst is ClCCl. The product is [CH3:38][S:39]([O:1][C@@H:2]([CH2:19][C:20]1[CH:25]=[C:24]([F:26])[C:23]([F:27])=[CH:22][C:21]=1[F:28])[CH2:3][C:4]([N:6]1[CH2:11][CH2:10][N:9]2[C:12]([C:15]([F:18])([F:17])[F:16])=[N:13][N:14]=[C:8]2[CH2:7]1)=[O:5])(=[O:41])=[O:40]. The yield is -1.00.